From a dataset of Reaction yield outcomes from USPTO patents with 853,638 reactions. Predict the reaction yield, written as a fraction of the theoretical maximum amount of product (1.0 means a 100% yield; for example, 0.34 means a 34% yield). (1) The reactants are F[C:2]1[CH:3]=[N:4][CH:5]=[CH:6][C:7]=1[C:8]1[N:13]=[C:12]([N:14]2[CH2:19][CH2:18][O:17][CH2:16][CH2:15]2)[N:11]([CH3:20])[C:10](=[O:21])[CH:9]=1.[F:22][C:23]1[CH:28]=[CH:27][C:26]([CH2:29][CH2:30][NH2:31])=[CH:25][CH:24]=1.[ClH:32]. The catalyst is CO. The product is [ClH:32].[F:22][C:23]1[CH:28]=[CH:27][C:26]([CH2:29][CH2:30][NH:31][C:2]2[CH:3]=[N:4][CH:5]=[CH:6][C:7]=2[C:8]2[N:13]=[C:12]([N:14]3[CH2:19][CH2:18][O:17][CH2:16][CH2:15]3)[N:11]([CH3:20])[C:10](=[O:21])[CH:9]=2)=[CH:25][CH:24]=1. The yield is 0.490. (2) The reactants are [Cl:1][C:2]1[C:3]([Cl:11])=[N:4][CH:5]=[C:6]([CH:10]=1)[C:7](Cl)=O.[CH2:12]([NH:15][C:16]1[C:17]([NH2:22])=[CH:18][CH:19]=[CH:20][CH:21]=1)[CH2:13][CH3:14]. The catalyst is C1COCC1. The product is [Cl:1][C:2]1[CH:10]=[C:6]([C:7]2[N:15]([CH2:12][CH2:13][CH3:14])[C:16]3[CH:21]=[CH:20][CH:19]=[CH:18][C:17]=3[N:22]=2)[CH:5]=[N:4][C:3]=1[Cl:11]. The yield is 0.520. (3) The reactants are Cl[C:2]1[CH:7]=[C:6]([NH:8][C:9]2[NH:10][N:11]=[C:12]([CH3:14])[CH:13]=2)[N:5]=[C:4]([S:15][C:16]2[CH:21]=[CH:20][C:19]([NH:22][C:23]([CH:25]3[CH2:27][CH2:26]3)=[O:24])=[CH:18][CH:17]=2)[N:3]=1.[CH3:28][N:29]1[CH2:34][CH2:33][NH:32][CH2:31][CH2:30]1. No catalyst specified. The product is [CH3:28][N:29]1[CH2:34][CH2:33][N:32]([C:2]2[CH:7]=[C:6]([NH:8][C:9]3[NH:10][N:11]=[C:12]([CH3:14])[CH:13]=3)[N:5]=[C:4]([S:15][C:16]3[CH:21]=[CH:20][C:19]([NH:22][C:23]([CH:25]4[CH2:27][CH2:26]4)=[O:24])=[CH:18][CH:17]=3)[N:3]=2)[CH2:31][CH2:30]1. The yield is 0.660. (4) The reactants are [F:1][C:2]1[CH:46]=[N:45][C:5]2[N:6]([C:26]3[CH:27]=[C:28]([C:32]4[CH:37]=[CH:36][CH:35]=[CH:34][C:33]=4[CH2:38][N:39]4[CH2:44][CH2:43][O:42][CH2:41][CH2:40]4)[CH:29]=[CH:30][CH:31]=3)[C:7](=[O:25])[N:8]([C@@H:11]3[CH2:16][CH2:15][C@H:14]([NH:17]C(=O)OC(C)(C)C)[CH2:13][CH2:12]3)[C:9](=[O:10])[C:4]=2[CH:3]=1.Cl. The catalyst is O1CCOCC1. The product is [NH2:17][C@@H:14]1[CH2:15][CH2:16][C@H:11]([N:8]2[C:9](=[O:10])[C:4]3[CH:3]=[C:2]([F:1])[CH:46]=[N:45][C:5]=3[N:6]([C:26]3[CH:27]=[C:28]([C:32]4[CH:37]=[CH:36][CH:35]=[CH:34][C:33]=4[CH2:38][N:39]4[CH2:44][CH2:43][O:42][CH2:41][CH2:40]4)[CH:29]=[CH:30][CH:31]=3)[C:7]2=[O:25])[CH2:12][CH2:13]1. The yield is 0.960. (5) The reactants are Br[C:2]1[CH:3]=[N:4][CH:5]=[C:6]([CH:14]=1)[C:7]([O:9][C:10]([CH3:13])([CH3:12])[CH3:11])=[O:8].C(=O)([O-])[O-].[K+].[K+].[CH2:21]1[O:29][C:28]2[CH:27]=[CH:26][C:25](B(O)O)=[CH:24][C:23]=2[O:22]1.CN(C)C=O. The catalyst is [Pd].O. The product is [CH2:21]1[O:29][C:28]2[CH:27]=[CH:26][C:25]([C:2]3[CH:3]=[N:4][CH:5]=[C:6]([CH:14]=3)[C:7]([O:9][C:10]([CH3:13])([CH3:12])[CH3:11])=[O:8])=[CH:24][C:23]=2[O:22]1. The yield is 0.880.